This data is from Forward reaction prediction with 1.9M reactions from USPTO patents (1976-2016). The task is: Predict the product of the given reaction. (1) Given the reactants C(OC([NH:8][CH2:9][CH2:10][C@@H:11]([N:13]1[C:21]2[C:16](=[CH:17][CH:18]=[C:19]([C:22]([O:24][CH2:25][CH3:26])=[O:23])[CH:20]=2)[CH:15]=[C:14]1[C:27](OCC)=[O:28])[CH3:12])=O)(C)(C)C.C(O)(C(F)(F)F)=O.C([O-])([O-])=O.[K+].[K+].CCOC(C)=O, predict the reaction product. The product is: [CH3:12][C@@H:11]1[N:13]2[C:21]3[CH:20]=[C:19]([C:22]([O:24][CH2:25][CH3:26])=[O:23])[CH:18]=[CH:17][C:16]=3[CH:15]=[C:14]2[C:27](=[O:28])[NH:8][CH2:9][CH2:10]1. (2) Given the reactants Br[C:2]1[CH:7]=[CH:6][CH:5]=[CH:4][C:3]=1[C:8]1[CH:13]=[CH:12][CH:11]=[CH:10][C:9]=1[Br:14].[Li]CCCC.CCCCCC.[C:26]([C:34]1[CH:39]=[CH:38][CH:37]=[CH:36][CH:35]=1)(=O)[C:27]1[CH:32]=[CH:31][CH:30]=[CH:29][CH:28]=1, predict the reaction product. The product is: [Br:14][C:9]1[C:8]2[C:3]3[C:2](=[CH:7][CH:6]=[CH:5][CH:4]=3)[C:26]([C:27]3[CH:32]=[CH:31][CH:30]=[CH:29][CH:28]=3)([C:34]3[CH:39]=[CH:38][CH:37]=[CH:36][CH:35]=3)[C:13]=2[CH:12]=[CH:11][CH:10]=1. (3) Given the reactants [Cl:1][C:2]1[N:3]=[C:4](Cl)[C:5]2[CH2:10][CH2:9][CH:8]([C:11]3[CH:16]=[CH:15][CH:14]=[CH:13][CH:12]=3)[C:6]=2[N:7]=1.[CH:18]1([NH2:21])[CH2:20][CH2:19]1.O, predict the reaction product. The product is: [Cl:1][C:2]1[N:3]=[C:4]([NH:21][CH:18]2[CH2:20][CH2:19]2)[C:5]2[CH2:10][CH2:9][CH:8]([C:11]3[CH:16]=[CH:15][CH:14]=[CH:13][CH:12]=3)[C:6]=2[N:7]=1. (4) Given the reactants [OH:1][CH2:2][CH:3]1[NH:8][CH2:7][CH2:6][N:5]([C:9]([O:11][C:12]([CH3:15])([CH3:14])[CH3:13])=[O:10])[CH2:4]1.C(N(CC)CC)C.[Cl:23][C:24]1[C:29]([C:30](Cl)=[O:31])=[C:28]([F:33])[CH:27]=[CH:26][CH:25]=1.O, predict the reaction product. The product is: [Cl:23][C:24]1[C:29]([C:30]([N:8]2[CH2:7][CH2:6][N:5]([C:9]([O:11][C:12]([CH3:15])([CH3:14])[CH3:13])=[O:10])[CH2:4][CH:3]2[CH2:2][OH:1])=[O:31])=[C:28]([F:33])[CH:27]=[CH:26][CH:25]=1. (5) Given the reactants [CH3:1][O:2][C:3]([C:5]1[CH:10]=[N:9][C:8](F)=[CH:7][N:6]=1)=[O:4].[NH3:12], predict the reaction product. The product is: [CH3:1][O:2][C:3]([C:5]1[CH:10]=[N:9][C:8]([NH2:12])=[CH:7][N:6]=1)=[O:4]. (6) The product is: [CH3:1][S:2][C:3]1[NH:4][C:5]2[CH:6]=[C:7]([O:13][C:14]3[CH:15]=[CH:16][CH:17]=[C:18]([Cl:21])[C:19]=3[Cl:20])[C:8]([Cl:12])=[CH:9][C:10]=2[N:11]=1.[ClH:12]. Given the reactants [CH3:1][S:2][C:3]1[NH:4][C:5]2[CH:6]=[C:7]([O:13][C:14]3[CH:15]=[CH:16][CH:17]=[C:18]([Cl:21])[C:19]=3[Cl:20])[C:8]([Cl:12])=[CH:9][C:10]=2[N:11]=1.CS([O-])(=O)=O.C, predict the reaction product.